Dataset: Catalyst prediction with 721,799 reactions and 888 catalyst types from USPTO. Task: Predict which catalyst facilitates the given reaction. (1) Reactant: [CH3:1][N:2]1[C:7]([CH3:9])([CH3:8])[CH:6]=[C:5]([C:10]2[CH:15]=[CH:14][C:13]([N+:16]([O-])=O)=[C:12]([O:19][CH:20]([CH3:22])[CH3:21])[CH:11]=2)[CH2:4][C:3]1([CH3:24])[CH3:23].C([O-])=O.[NH4+]. Product: [CH3:1][N:2]1[C:7]([CH3:9])([CH3:8])[CH2:6][CH:5]([C:10]2[CH:15]=[CH:14][C:13]([NH2:16])=[C:12]([O:19][CH:20]([CH3:21])[CH3:22])[CH:11]=2)[CH2:4][C:3]1([CH3:23])[CH3:24]. The catalyst class is: 43. (2) Reactant: [Cl:1][C:2]1[S:6][C:5]([C:7]([NH:9][C@@H:10]([CH2:23][C:24]2[CH:29]=[CH:28][CH:27]=[C:26]([F:30])[CH:25]=2)[CH2:11][N:12]2C(=O)C3C(=CC=CC=3)C2=O)=[O:8])=[CH:4][C:3]=1[C:31]1[N:35]([CH3:36])[N:34]=[CH:33][C:32]=1[Cl:37].NN. Product: [NH2:12][CH2:11][C@@H:10]([NH:9][C:7]([C:5]1[S:6][C:2]([Cl:1])=[C:3]([C:31]2[N:35]([CH3:36])[N:34]=[CH:33][C:32]=2[Cl:37])[CH:4]=1)=[O:8])[CH2:23][C:24]1[CH:29]=[CH:28][CH:27]=[C:26]([F:30])[CH:25]=1. The catalyst class is: 83. (3) Reactant: C(OC([N:8]1[CH2:13][CH2:12][CH:11]([O:14][C:15]2[CH:16]=[CH:17][C:18]3[CH:22]([CH2:23][S:24]([CH3:27])(=[O:26])=[O:25])[O:21][B:20]([OH:28])[C:19]=3[CH:29]=2)[CH2:10][CH2:9]1)=O)(C)(C)C.Cl.CCOCC. Product: [CH3:27][S:24]([CH2:23][CH:22]1[O:21][B:20]([OH:28])[C:19]2[CH:29]=[C:15]([O:14][CH:11]3[CH2:12][CH2:13][NH:8][CH2:9][CH2:10]3)[CH:16]=[CH:17][C:18]1=2)(=[O:26])=[O:25]. The catalyst class is: 5. (4) Reactant: [CH2:1]([CH:4](CC=C)[C:5]([O:7][CH2:8][CH3:9])=[O:6])[CH:2]=[CH2:3].C(OCC)(=O)/C=C\CC.[CH:22](=[O:26])[CH:23]([CH3:25])[CH3:24]. Product: [OH:26][CH:22]([CH:4](/[CH:1]=[CH:2]\[CH3:3])[C:5]([O:7][CH2:8][CH3:9])=[O:6])[CH:23]([CH3:25])[CH3:24]. The catalyst class is: 7. (5) Reactant: [Na].[C:2]([CH2:4][C:5](OCC)=[O:6])#[N:3].[NH2:10][C:11]([NH2:13])=[S:12].S(OC)(O[CH3:18])(=O)=O. Product: [NH2:3][C:2]1[N:13]=[C:11]([S:12][CH3:18])[N:10]=[C:5]([OH:6])[CH:4]=1. The catalyst class is: 315. (6) Reactant: P(C)(C)C.[N:5]([CH2:8][C:9]1[N:10]=[N:11][C:12]([Cl:15])=[CH:13][CH:14]=1)=[N+]=[N-].[C:16]([O:19][C@@H:20]1[C@@H:25]([CH3:26])[CH2:24][C@@H:23]([C:27]2[CH:32]=[CH:31][N:30]=[CH:29][C:28]=2[N:33]=[C:34]=S)[CH2:22][C@H:21]1[NH:36][C:37]([O:39][C:40]([CH3:43])([CH3:42])[CH3:41])=[O:38])(=[O:18])[CH3:17]. Product: [C:16]([O:19][C@@H:20]1[C@@H:25]([CH3:26])[CH2:24][C@@H:23]([C:27]2[CH:32]=[CH:31][N:30]=[CH:29][C:28]=2[NH:33][C:34]2[N:10]3[N:11]=[C:12]([Cl:15])[CH:13]=[CH:14][C:9]3=[CH:8][N:5]=2)[CH2:22][C@H:21]1[NH:36][C:37]([O:39][C:40]([CH3:41])([CH3:43])[CH3:42])=[O:38])(=[O:18])[CH3:17]. The catalyst class is: 49. (7) Reactant: [Cl-].[CH3:2][O:3]C[P+](C1C=CC=CC=1)(C1C=CC=CC=1)C1C=CC=CC=1.[Li][CH2:25][CH2:26][CH2:27][CH3:28].[C:29]1([C:35]([C:52]2[CH:57]=[CH:56][CH:55]=[CH:54][CH:53]=2)([C:46]2[CH:51]=[CH:50][CH:49]=[CH:48][CH:47]=2)[O:36][CH2:37][C:38]2[N:43]=C(C=O)C=[CH:40][CH:39]=2)[CH:34]=[CH:33][CH:32]=[CH:31][CH:30]=1.[NH4+].[Cl-]. Product: [CH3:2][O:3][CH:25]=[CH:26][C:27]1[CH:28]=[CH:40][CH:39]=[C:38]([CH2:37][O:36][C:35]([C:52]2[CH:57]=[CH:56][CH:55]=[CH:54][CH:53]=2)([C:29]2[CH:30]=[CH:31][CH:32]=[CH:33][CH:34]=2)[C:46]2[CH:51]=[CH:50][CH:49]=[CH:48][CH:47]=2)[N:43]=1. The catalyst class is: 20. (8) Reactant: [Cl:1][CH2:2][C:3](Cl)=[O:4].C(N(CC)CC)C.[CH3:13][CH:14]1[C:22]2[C:17](=[CH:18][CH:19]=[CH:20][CH:21]=2)[NH:16][CH2:15]1. Product: [Cl:1][CH2:2][C:3]([N:16]1[C:17]2[C:22](=[CH:21][CH:20]=[CH:19][CH:18]=2)[CH:14]([CH3:13])[CH2:15]1)=[O:4]. The catalyst class is: 22.